This data is from NCI-60 drug combinations with 297,098 pairs across 59 cell lines. The task is: Regression. Given two drug SMILES strings and cell line genomic features, predict the synergy score measuring deviation from expected non-interaction effect. (1) Drug 1: C1CN1C2=NC(=NC(=N2)N3CC3)N4CC4. Drug 2: CN(C(=O)NC(C=O)C(C(C(CO)O)O)O)N=O. Cell line: KM12. Synergy scores: CSS=19.9, Synergy_ZIP=-8.79, Synergy_Bliss=3.59, Synergy_Loewe=-17.9, Synergy_HSA=3.20. (2) Drug 1: CCCS(=O)(=O)NC1=C(C(=C(C=C1)F)C(=O)C2=CNC3=C2C=C(C=N3)C4=CC=C(C=C4)Cl)F. Drug 2: CN1C2=C(C=C(C=C2)N(CCCl)CCCl)N=C1CCCC(=O)O.Cl. Cell line: NCI-H460. Synergy scores: CSS=-1.40, Synergy_ZIP=1.26, Synergy_Bliss=0.210, Synergy_Loewe=-1.19, Synergy_HSA=-1.53. (3) Cell line: TK-10. Drug 2: CCC1(CC2CC(C3=C(CCN(C2)C1)C4=CC=CC=C4N3)(C5=C(C=C6C(=C5)C78CCN9C7C(C=CC9)(C(C(C8N6C)(C(=O)OC)O)OC(=O)C)CC)OC)C(=O)OC)O.OS(=O)(=O)O. Synergy scores: CSS=17.0, Synergy_ZIP=-3.04, Synergy_Bliss=-1.02, Synergy_Loewe=-0.363, Synergy_HSA=-1.16. Drug 1: CC1=C(C(=CC=C1)Cl)NC(=O)C2=CN=C(S2)NC3=CC(=NC(=N3)C)N4CCN(CC4)CCO. (4) Drug 1: C1CC(=O)NC(=O)C1N2CC3=C(C2=O)C=CC=C3N. Drug 2: B(C(CC(C)C)NC(=O)C(CC1=CC=CC=C1)NC(=O)C2=NC=CN=C2)(O)O. Cell line: SR. Synergy scores: CSS=14.9, Synergy_ZIP=-10.7, Synergy_Bliss=-12.5, Synergy_Loewe=-4.44, Synergy_HSA=-4.37. (5) Drug 1: CS(=O)(=O)C1=CC(=C(C=C1)C(=O)NC2=CC(=C(C=C2)Cl)C3=CC=CC=N3)Cl. Drug 2: C1CNP(=O)(OC1)N(CCCl)CCCl. Cell line: MCF7. Synergy scores: CSS=3.72, Synergy_ZIP=-1.25, Synergy_Bliss=1.42, Synergy_Loewe=-7.61, Synergy_HSA=-0.190.